Predict the product of the given reaction. From a dataset of Forward reaction prediction with 1.9M reactions from USPTO patents (1976-2016). Given the reactants [C:1]([O:5][C:6]([N:8]1[CH2:13][CH2:12][CH:11]([N:14]2[C:18]3=[N:19][C:20]([O:25][CH3:26])=[N:21][C:22]([O:23]C)=[C:17]3[CH:16]=[N:15]2)[CH2:10][CH2:9]1)=[O:7])([CH3:4])([CH3:3])[CH3:2].[OH-].[Na+].O1CCOCC1.Cl, predict the reaction product. The product is: [C:1]([O:5][C:6]([N:8]1[CH2:13][CH2:12][CH:11]([N:14]2[C:18]3[N:19]=[C:20]([O:25][CH3:26])[NH:21][C:22](=[O:23])[C:17]=3[CH:16]=[N:15]2)[CH2:10][CH2:9]1)=[O:7])([CH3:4])([CH3:3])[CH3:2].